This data is from Full USPTO retrosynthesis dataset with 1.9M reactions from patents (1976-2016). The task is: Predict the reactants needed to synthesize the given product. (1) Given the product [CH3:13][C:9]1[CH:8]=[C:7]([C:5]2[N:6]=[C:2]([N:17]3[CH2:16][CH2:15][N:14]([C:20]([O:22][C:23]([CH3:26])([CH3:25])[CH3:24])=[O:21])[CH2:19][CH2:18]3)[S:3][CH:4]=2)[CH:12]=[CH:11][CH:10]=1, predict the reactants needed to synthesize it. The reactants are: Br[C:2]1[S:3][CH:4]=[C:5]([C:7]2[CH:12]=[CH:11][CH:10]=[C:9]([CH3:13])[CH:8]=2)[N:6]=1.[N:14]1([C:20]([O:22][C:23]([CH3:26])([CH3:25])[CH3:24])=[O:21])[CH2:19][CH2:18][NH:17][CH2:16][CH2:15]1.C(=O)([O-])[O-].[K+].[K+].O. (2) Given the product [CH3:11][Si:10]1([CH3:12])[CH2:9][CH2:8][CH2:7][C:14]2=[CH:15][CH:16]=[CH:17][CH:13]12, predict the reactants needed to synthesize it. The reactants are: [Li]CCCC.Cl[CH2:7][CH2:8][CH2:9][Si:10]([CH:13]1[CH:17]=[CH:16][CH:15]=[CH:14]1)([CH3:12])[CH3:11].O.CCCCC. (3) The reactants are: [CH2:1]([O:3][C:4]#[CH:5])[CH3:2].[CH2:6]([SnH:10]([CH2:15][CH2:16][CH2:17][CH3:18])[CH2:11][CH2:12][CH2:13][CH3:14])[CH2:7][CH2:8][CH3:9]. Given the product [CH2:15]([Sn:10]([CH2:6][CH2:7][CH2:8][CH3:9])([CH2:11][CH2:12][CH2:13][CH3:14])[CH:5]=[CH:4][O:3][CH2:1][CH3:2])[CH2:16][CH2:17][CH3:18], predict the reactants needed to synthesize it. (4) Given the product [CH:1]1([NH:4][C:5](=[O:34])[C:6]2[CH:11]=[CH:10][C:9]([C:12]3[N:16]4[CH:17]=[C:18]([C:26]5[CH:31]=[CH:30][C:29]([CH2:32][CH2:33][OH:35])=[CH:28][CH:27]=5)[N:19]=[C:20]([NH:21][CH2:22][CH:23]([CH3:25])[CH3:24])[C:15]4=[N:14][CH:13]=3)=[CH:8][CH:7]=2)[CH2:3][CH2:2]1, predict the reactants needed to synthesize it. The reactants are: [CH:1]1([NH:4][C:5](=[O:34])[C:6]2[CH:11]=[CH:10][C:9]([C:12]3[N:16]4[CH:17]=[C:18]([C:26]5[CH:31]=[CH:30][C:29]([CH:32]=[CH2:33])=[CH:28][CH:27]=5)[N:19]=[C:20]([NH:21][CH2:22][CH:23]([CH3:25])[CH3:24])[C:15]4=[N:14][CH:13]=3)=[CH:8][CH:7]=2)[CH2:3][CH2:2]1.[OH-:35].[Na+].OO.O.